From a dataset of Reaction yield outcomes from USPTO patents with 853,638 reactions. Predict the reaction yield, written as a fraction of the theoretical maximum amount of product (1.0 means a 100% yield; for example, 0.34 means a 34% yield). (1) The reactants are Cl.[NH2:2][CH2:3][CH2:4][C:5]1[C:13]2[C:8](=[CH:9][CH:10]=[CH:11][CH:12]=2)[NH:7][CH:6]=1.[C:14]1([C:20]2[O:24][N:23]=[CH:22][C:21]=2[CH2:25][CH2:26][C:27](O)=[O:28])[CH:19]=[CH:18][CH:17]=[CH:16][CH:15]=1.O.ON1C2C=CC=CC=2N=N1.Cl.C(N=C=NCCCN(C)C)C. The catalyst is O.CN(C)C=O.C(N(CC)CC)C. The product is [NH:7]1[C:8]2[C:13](=[CH:12][CH:11]=[CH:10][CH:9]=2)[C:5]([CH2:4][CH2:3][NH:2][C:27](=[O:28])[CH2:26][CH2:25][C:21]2[CH:22]=[N:23][O:24][C:20]=2[C:14]2[CH:15]=[CH:16][CH:17]=[CH:18][CH:19]=2)=[CH:6]1. The yield is 0.910. (2) The reactants are [Cl:1][C:2]1[CH:3]=[C:4]([C:10]2[CH:14]=[CH:13][N:12]([CH2:15][C@@H:16]([NH:18][C:19]([C:21]3[CH:25]=[C:24]([C:26]([OH:29])([CH3:28])[CH3:27])[O:23][N:22]=3)=[O:20])[CH3:17])[N:11]=2)[CH:5]=[CH:6][C:7]=1[C:8]#[N:9].[C:30](OC(=O)C)(=[O:32])[CH3:31]. The catalyst is CN(C1C=CN=CC=1)C.N1C=CC=CC=1. The product is [C:30]([O:29][C:26]([C:24]1[O:23][N:22]=[C:21]([C:19](=[O:20])[NH:18][C@@H:16]([CH3:17])[CH2:15][N:12]2[CH:13]=[CH:14][C:10]([C:4]3[CH:5]=[CH:6][C:7]([C:8]#[N:9])=[C:2]([Cl:1])[CH:3]=3)=[N:11]2)[CH:25]=1)([CH3:28])[CH3:27])(=[O:32])[CH3:31]. The yield is 0.990. (3) The reactants are [CH3:1][N:2]([CH3:28])[C:3]([C:5]1[N:22]([CH:23]2[CH2:27][CH2:26][CH2:25][CH2:24]2)[C:8]2[N:9]=[C:10]([NH:13][C:14]3[CH:19]=[CH:18][C:17]([CH:20]=O)=[CH:16][N:15]=3)[N:11]=[CH:12][C:7]=2[CH:6]=1)=[O:4].[Cl-].[OH:30][CH:31]1[CH2:34][NH2+:33][CH2:32]1. No catalyst specified. The product is [CH3:1][N:2]([CH3:28])[C:3]([C:5]1[N:22]([CH:23]2[CH2:24][CH2:25][CH2:26][CH2:27]2)[C:8]2[N:9]=[C:10]([NH:13][C:14]3[CH:19]=[CH:18][C:17]([CH2:20][N:33]4[CH2:34][CH:31]([OH:30])[CH2:32]4)=[CH:16][N:15]=3)[N:11]=[CH:12][C:7]=2[CH:6]=1)=[O:4]. The yield is 0.470.